This data is from Reaction yield outcomes from USPTO patents with 853,638 reactions. The task is: Predict the reaction yield, written as a fraction of the theoretical maximum amount of product (1.0 means a 100% yield; for example, 0.34 means a 34% yield). (1) The reactants are [OH:1][C:2]1[CH:3]=[CH:4][CH:5]=[C:6]2[C:11]=1[N:10]=[C:9]([CH:12]=[O:13])[CH:8]=[CH:7]2.N1C=CN=C1.C(Cl)Cl.[CH3:22][C:23]([Si:26](Cl)([CH3:28])[CH3:27])([CH3:25])[CH3:24]. The catalyst is O. The product is [Si:26]([O:1][C:2]1[CH:3]=[CH:4][CH:5]=[C:6]2[C:11]=1[N:10]=[C:9]([CH:12]=[O:13])[CH:8]=[CH:7]2)([C:23]([CH3:25])([CH3:24])[CH3:22])([CH3:28])[CH3:27]. The yield is 0.740. (2) The reactants are [OH:1][C@@H:2]1[C@H:6]([OH:7])[C@@H:5]([CH2:8][OH:9])[NH:4][C@H:3]1[C:10]1[C:14]2[N:15]=[CH:16][NH:17][C:18](=[O:19])[C:13]=2[NH:12][CH:11]=1.O.C(N(CC)CC)C.[CH3:28][C:29]([O:32][C:33](O[C:33]([O:32][C:29]([CH3:31])([CH3:30])[CH3:28])=[O:34])=[O:34])([CH3:31])[CH3:30]. The catalyst is CO. The product is [OH:7][C@H:6]1[C@@H:2]([OH:1])[C@H:3]([C:10]2[C:14]3[N:15]=[CH:16][NH:17][C:18](=[O:19])[C:13]=3[NH:12][CH:11]=2)[N:4]([C:33]([O:32][C:29]([CH3:31])([CH3:30])[CH3:28])=[O:34])[C@@H:5]1[CH2:8][OH:9]. The yield is 0.890. (3) The catalyst is C(#N)C. The yield is 0.460. The reactants are [O:1]=[C:2]1[CH:6]=[C:5]([C@H:7]2[CH2:12][CH2:11][N:10]([C:13]([O:15][CH3:16])=[O:14])[C@@H:9]([C:17]3[CH:22]=[C:21]([F:23])[C:20]([F:24])=[C:19]([F:25])[CH:18]=3)[CH2:8]2)[O:4][NH:3]1.CCCCCCC.CCO. The product is [O:1]=[C:2]1[CH:6]=[C:5]([C@H:7]2[CH2:12][CH2:11][N:10]([C:13]([O:15][CH3:16])=[O:14])[C@@H:9]([C:17]3[CH:22]=[C:21]([F:23])[C:20]([F:24])=[C:19]([F:25])[CH:18]=3)[CH2:8]2)[O:4][NH:3]1.[O:1]=[C:2]1[CH:6]=[C:5]([C@@H:7]2[CH2:12][CH2:11][N:10]([C:13]([O:15][CH3:16])=[O:14])[C@H:9]([C:17]3[CH:22]=[C:21]([F:23])[C:20]([F:24])=[C:19]([F:25])[CH:18]=3)[CH2:8]2)[O:4][NH:3]1. (4) The reactants are C([O:8][C:9]1[CH:14]=[CH:13][C:12]([NH:15][C:16]([C:18]2[NH:19][CH:20]=[N:21][CH:22]=2)=[O:17])=[CH:11][CH:10]=1)C1C=CC=CC=1. The catalyst is C(O)(=O)C.[Pd]. The product is [OH:8][C:9]1[CH:14]=[CH:13][C:12]([NH:15][C:16]([C:18]2[NH:19][CH:20]=[N:21][CH:22]=2)=[O:17])=[CH:11][CH:10]=1. The yield is 1.00. (5) The reactants are [F:1][C:2]1[C:3]([N+:16]([O-])=O)=[CH:4][C:5]([N+:13]([O-])=O)=[C:6](/[CH:8]=[CH:9]/N(C)C)[CH:7]=1. The catalyst is [Ni].CCO. The product is [F:1][C:2]1[CH:7]=[C:6]2[C:5](=[CH:4][C:3]=1[NH2:16])[NH:13][CH:9]=[CH:8]2. The yield is 0.160. (6) The reactants are [Cl:1][C:2]1[N:3]=[C:4]([Cl:11])[C:5]2[CH:10]=[CH:9][NH:8][C:6]=2[N:7]=1.[H-].[Na+].[C:14]1([S:20](Cl)(=[O:22])=[O:21])[CH:19]=[CH:18][CH:17]=[CH:16][CH:15]=1. The catalyst is C1COCC1. The product is [C:14]1([S:20]([N:8]2[C:6]3[N:7]=[C:2]([Cl:1])[N:3]=[C:4]([Cl:11])[C:5]=3[CH:10]=[CH:9]2)(=[O:22])=[O:21])[CH:19]=[CH:18][CH:17]=[CH:16][CH:15]=1. The yield is 0.920. (7) The product is [N:36]1([C:33]2[CH:32]=[CH:31][C:30]([NH:29][CH:2]=[C:3]3[C:11]4[C:6](=[CH:7][C:8]([C:12]([C:14]5[CH:15]=[C:16]([NH:20][C:21]([C:23]6[S:24][CH:25]=[CH:26][CH:27]=6)=[O:22])[CH:17]=[CH:18][CH:19]=5)=[O:13])=[CH:9][CH:10]=4)[NH:5][C:4]3=[O:28])=[CH:35][CH:34]=2)[CH2:41][CH2:40][O:39][CH2:38][CH2:37]1. The reactants are O[CH:2]=[C:3]1[C:11]2[C:6](=[CH:7][C:8]([C:12]([C:14]3[CH:15]=[C:16]([NH:20][C:21]([C:23]4[S:24][CH:25]=[CH:26][CH:27]=4)=[O:22])[CH:17]=[CH:18][CH:19]=3)=[O:13])=[CH:9][CH:10]=2)[NH:5][C:4]1=[O:28].[NH2:29][C:30]1[CH:35]=[CH:34][C:33]([N:36]2[CH2:41][CH2:40][O:39][CH2:38][CH2:37]2)=[CH:32][CH:31]=1. The yield is 0.820. The catalyst is C1COCC1. (8) The reactants are [CH3:1][O:2][C:3]([NH:5][C@H:6]([C:10]([N:12]1[C@@H:16]([CH3:17])[CH2:15][CH2:14][C@H:13]1[C:18]1[NH:22][C:21]2[C:23]3[C:28]([CH:29]=[CH:30][C:20]=2[N:19]=1)=[CH:27][C:26]1[C:31]2[C:36]([CH2:37][O:38][C:25]=1[CH:24]=3)=[CH:35][C:34]([C:39]1[NH:43][C:42]([C@@H:44]3[CH2:48][C@H:47]([CH3:49])[CH2:46][N:45]3C(OC(C)(C)C)=O)=[N:41][CH:40]=1)=[CH:33][CH:32]=2)=[O:11])[CH:7]([CH3:9])[CH3:8])=[O:4].[CH3:57][O:58][C:59]([NH:61][C@@H:62]([CH:66]([CH3:68])[CH3:67])[C:63](O)=[O:64])=[O:60].CN(C(ON1N=NC2C=CC=NC1=2)=[N+](C)C)C.F[P-](F)(F)(F)(F)F.CN1CCOCC1. The catalyst is Cl.CCO.CN(C=O)C. The product is [CH3:1][O:2][C:3](=[O:4])[NH:5][C@@H:6]([CH:7]([CH3:9])[CH3:8])[C:10]([N:12]1[C@@H:16]([CH3:17])[CH2:15][CH2:14][C@H:13]1[C:18]1[NH:22][C:21]2[C:23]3[C:28]([CH:29]=[CH:30][C:20]=2[N:19]=1)=[CH:27][C:26]1[C:31]2[C:36]([CH2:37][O:38][C:25]=1[CH:24]=3)=[CH:35][C:34]([C:39]1[NH:43][C:42]([C@@H:44]3[CH2:48][C@H:47]([CH3:49])[CH2:46][N:45]3[C:63](=[O:64])[C@@H:62]([NH:61][C:59]([O:58][CH3:57])=[O:60])[CH:66]([CH3:68])[CH3:67])=[N:41][CH:40]=1)=[CH:33][CH:32]=2)=[O:11]. The yield is 0.510.